Dataset: Full USPTO retrosynthesis dataset with 1.9M reactions from patents (1976-2016). Task: Predict the reactants needed to synthesize the given product. (1) Given the product [N:1]1[C:11]2[C:10]3[S:12][C:13]([C:15]4[N:28]=[CH:26][O:17][C:16]=4[C:18]4[CH:23]=[CH:22][CH:21]=[CH:20][C:19]=4[Cl:24])=[CH:14][C:9]=3[CH2:8][CH2:7][O:6][C:5]=2[CH:4]=[CH:3][CH:2]=1, predict the reactants needed to synthesize it. The reactants are: [N:1]1[C:11]2[C:10]3[S:12][C:13]([CH:15](Br)[C:16]([C:18]4[CH:23]=[CH:22][CH:21]=[CH:20][C:19]=4[Cl:24])=[O:17])=[CH:14][C:9]=3[CH2:8][CH2:7][O:6][C:5]=2[CH:4]=[CH:3][CH:2]=1.[CH:26]([NH2:28])=O. (2) Given the product [CH3:74][O:73][C:58]1[CH:57]=[C:56]([NH:55][C:51]2[N:50]=[C:49]([O:48][C:41]3[C:42]4[C:47](=[CH:46][CH:45]=[CH:44][CH:43]=4)[C:38]([NH:37][C:20]([NH:19][C:18]4[N:14]([C:11]5[CH:10]=[CH:9][C:8]([CH3:36])=[CH:13][CH:12]=5)[N:15]=[C:16]([C:29]([CH3:35])([CH3:34])[C:30]([F:31])([F:32])[F:33])[CH:17]=4)=[O:28])=[CH:39][CH:40]=3)[CH:54]=[CH:53][N:52]=2)[CH:61]=[C:60]([O:62][CH2:63][CH2:64][O:65][CH2:66][CH2:67][O:68][CH2:69][CH2:70][O:71][CH3:72])[CH:59]=1, predict the reactants needed to synthesize it. The reactants are: C(N(CC)CC)C.[C:8]1([CH3:36])[CH:13]=[CH:12][C:11]([N:14]2[C:18]([NH:19][C:20](=[O:28])OC3C=CC=CC=3)=[CH:17][C:16]([C:29]([CH3:35])([CH3:34])[C:30]([F:33])([F:32])[F:31])=[N:15]2)=[CH:10][CH:9]=1.[NH2:37][C:38]1[C:47]2[C:42](=[CH:43][CH:44]=[CH:45][CH:46]=2)[C:41]([O:48][C:49]2[CH:54]=[CH:53][N:52]=[C:51]([NH:55][C:56]3[CH:61]=[C:60]([O:62][CH2:63][CH2:64][O:65][CH2:66][CH2:67][O:68][CH2:69][CH2:70][O:71][CH3:72])[CH:59]=[C:58]([O:73][CH3:74])[CH:57]=3)[N:50]=2)=[CH:40][CH:39]=1.